From a dataset of NCI-60 drug combinations with 297,098 pairs across 59 cell lines. Regression. Given two drug SMILES strings and cell line genomic features, predict the synergy score measuring deviation from expected non-interaction effect. (1) Drug 1: CS(=O)(=O)C1=CC(=C(C=C1)C(=O)NC2=CC(=C(C=C2)Cl)C3=CC=CC=N3)Cl. Drug 2: CC1=C2C(C(=O)C3(C(CC4C(C3C(C(C2(C)C)(CC1OC(=O)C(C(C5=CC=CC=C5)NC(=O)OC(C)(C)C)O)O)OC(=O)C6=CC=CC=C6)(CO4)OC(=O)C)OC)C)OC. Cell line: OVCAR-5. Synergy scores: CSS=59.9, Synergy_ZIP=7.06, Synergy_Bliss=7.84, Synergy_Loewe=-4.34, Synergy_HSA=9.01. (2) Drug 1: CC(C1=C(C=CC(=C1Cl)F)Cl)OC2=C(N=CC(=C2)C3=CN(N=C3)C4CCNCC4)N. Drug 2: CC1C(C(CC(O1)OC2CC(CC3=C2C(=C4C(=C3O)C(=O)C5=CC=CC=C5C4=O)O)(C(=O)C)O)N)O. Cell line: SW-620. Synergy scores: CSS=39.7, Synergy_ZIP=-3.65, Synergy_Bliss=-3.94, Synergy_Loewe=-10.3, Synergy_HSA=-2.36. (3) Drug 1: CC12CCC(CC1=CCC3C2CCC4(C3CC=C4C5=CN=CC=C5)C)O. Drug 2: CC1=C(C=C(C=C1)NC2=NC=CC(=N2)N(C)C3=CC4=NN(C(=C4C=C3)C)C)S(=O)(=O)N.Cl. Cell line: UO-31. Synergy scores: CSS=26.8, Synergy_ZIP=12.8, Synergy_Bliss=14.6, Synergy_Loewe=6.51, Synergy_HSA=16.0. (4) Drug 1: COC1=C(C=C2C(=C1)N=CN=C2NC3=CC(=C(C=C3)F)Cl)OCCCN4CCOCC4. Drug 2: C1CNP(=O)(OC1)N(CCCl)CCCl. Cell line: HL-60(TB). Synergy scores: CSS=12.6, Synergy_ZIP=-0.790, Synergy_Bliss=3.06, Synergy_Loewe=-14.6, Synergy_HSA=4.76. (5) Drug 1: CC1CCC2CC(C(=CC=CC=CC(CC(C(=O)C(C(C(=CC(C(=O)CC(OC(=O)C3CCCCN3C(=O)C(=O)C1(O2)O)C(C)CC4CCC(C(C4)OC)OCCO)C)C)O)OC)C)C)C)OC. Drug 2: C1CC(=O)NC(=O)C1N2C(=O)C3=CC=CC=C3C2=O. Cell line: SNB-19. Synergy scores: CSS=9.23, Synergy_ZIP=0.780, Synergy_Bliss=8.01, Synergy_Loewe=-2.42, Synergy_HSA=5.70.